From a dataset of Retrosynthesis with 50K atom-mapped reactions and 10 reaction types from USPTO. Predict the reactants needed to synthesize the given product. (1) Given the product O=C(NCC1CCCN1CC1=CCCCC1)c1cc(Cl)cc2c1OCC2, predict the reactants needed to synthesize it. The reactants are: NCC1CCCN1CC1=CCCCC1.O=C(O)c1cc(Cl)cc2c1OCC2. (2) The reactants are: COC(=O)c1c(C(C)(C)O)nc(-c2cccnc2)n1Cc1cc(Cl)ccc1Cl. Given the product CC(C)(O)c1nc(-c2cccnc2)n(Cc2cc(Cl)ccc2Cl)c1C(=O)O, predict the reactants needed to synthesize it.